Dataset: Catalyst prediction with 721,799 reactions and 888 catalyst types from USPTO. Task: Predict which catalyst facilitates the given reaction. (1) Reactant: C1(P(CC)C2C=CC=CC=2)C=CC=CC=1.[CH3:16][C:17]1([CH3:24])[C:21]([CH3:23])([CH3:22])[O:20][BH:19][O:18]1.[C:25]([NH:28][C:29]([C:54](=[O:60])[NH:55][C:56]([CH3:59])([CH3:58])[CH3:57])([CH2:49][CH2:50][CH2:51][CH:52]=C)[CH2:30][CH2:31][CH:32]1[CH2:41][C:40]2[C:35](=[CH:36][CH:37]=[CH:38][CH:39]=2)[CH2:34][N:33]1[C:42]([O:44][C:45]([CH3:48])([CH3:47])[CH3:46])=[O:43])(=[O:27])[CH3:26]. Product: [C:25]([NH:28][C:29]([C:54](=[O:60])[NH:55][C:56]([CH3:59])([CH3:58])[CH3:57])([CH2:49][CH2:50][CH2:51][CH2:52][B:19]1[O:20][C:21]([CH3:23])([CH3:22])[C:17]([CH3:24])([CH3:16])[O:18]1)[CH2:30][CH2:31][CH:32]1[CH2:41][C:40]2[C:35](=[CH:36][CH:37]=[CH:38][CH:39]=2)[CH2:34][N:33]1[C:42]([O:44][C:45]([CH3:46])([CH3:47])[CH3:48])=[O:43])(=[O:27])[CH3:26]. The catalyst class is: 4. (2) Reactant: [C:1]([NH:4][CH2:5][CH2:6][NH:7][C:8]1[CH:20]=[CH:19][C:11]([C:12]([N:14]([CH2:17][CH3:18])[CH2:15][CH3:16])=[O:13])=[CH:10][C:9]=1[N+:21]([O-])=O)(=[O:3])[CH3:2].[CH3:24][CH2:25][O:26][C:27]([CH3:29])=O. Product: [C:1]([NH:4][CH2:5][CH2:6][N:7]1[C:8]2[CH:20]=[CH:19][C:11]([C:12]([N:14]([CH2:17][CH3:18])[CH2:15][CH3:16])=[O:13])=[CH:10][C:9]=2[N:21]=[C:20]1[CH2:19][C:11]1[CH:10]=[CH:9][C:27]([O:26][CH2:25][CH3:24])=[CH:29][CH:12]=1)(=[O:3])[CH3:2]. The catalyst class is: 45. (3) Reactant: [F:1][C:2]([F:11])([F:10])[C:3]1[CH:4]=[CH:5][C:6]([SH:9])=[N:7][CH:8]=1.F[C:13]1[CH:20]=[CH:19][C:16]([CH:17]=[O:18])=[CH:15][CH:14]=1.C([O-])([O-])=O.[K+].[K+]. Product: [F:11][C:2]([F:1])([F:10])[C:3]1[CH:4]=[CH:5][C:6]([S:9][C:13]2[CH:20]=[CH:19][C:16]([CH:17]=[O:18])=[CH:15][CH:14]=2)=[N:7][CH:8]=1. The catalyst class is: 3. (4) Reactant: C(OC(=O)[NH:7][C@H:8]([C:10]1[CH:15]=[CH:14][C:13]([F:16])=[CH:12][N:11]=1)[CH3:9])(C)(C)C.[ClH:18].O1CCOCC1. Product: [ClH:18].[F:16][C:13]1[CH:14]=[CH:15][C:10]([C@@H:8]([NH2:7])[CH3:9])=[N:11][CH:12]=1. The catalyst class is: 4. (5) Reactant: C[O:2][C:3](=[O:22])[CH2:4][CH2:5][NH:6][C:7](=[O:21])[C:8]1[CH:13]=[CH:12][C:11]([N:14]2[CH2:19][CH2:18][CH2:17][CH2:16][C:15]2=[O:20])=[CH:10][CH:9]=1.[Li+].[OH-].Cl. Product: [O:20]=[C:15]1[CH2:16][CH2:17][CH2:18][CH2:19][N:14]1[C:11]1[CH:12]=[CH:13][C:8]([C:7]([NH:6][CH2:5][CH2:4][C:3]([OH:22])=[O:2])=[O:21])=[CH:9][CH:10]=1. The catalyst class is: 20. (6) Reactant: C(O)(C(F)(F)F)=O.[NH2:8][C:9](=[O:47])[CH:10]([C:12]1[CH:46]=[CH:45][CH:44]=[CH:43][C:13]=1[CH2:14][CH2:15][C:16]1[C:21]([Cl:22])=[CH:20][N:19]=[C:18]([NH:23][C:24]2[CH:25]=[CH:26][C:27]([CH:30]3[CH2:35][CH2:34][N:33](C(OC(C)(C)C)=O)[CH2:32][CH2:31]3)=[N:28][CH:29]=2)[N:17]=1)[CH3:11]. The catalyst class is: 2. Product: [Cl:22][C:21]1[C:16]([CH2:15][CH2:14][C:13]2[CH:43]=[CH:44][CH:45]=[CH:46][C:12]=2[CH:10]([CH3:11])[C:9]([NH2:8])=[O:47])=[N:17][C:18]([NH:23][C:24]2[CH:29]=[N:28][C:27]([CH:30]3[CH2:35][CH2:34][NH:33][CH2:32][CH2:31]3)=[CH:26][CH:25]=2)=[N:19][CH:20]=1. (7) Reactant: [CH2:1]([N:8]1[CH2:12][CH2:11][CH2:10][C@H:9]1[CH2:13][N:14](C(OC(C)(C)C)=O)[S:15]([N:18]1[C:23]2([CH2:25][CH2:24]2)[CH2:22][N:21]([C:26]2[C:27]3[CH:34]=[CH:33][N:32](C(OC(C)(C)C)=O)[C:28]=3[N:29]=[CH:30][N:31]=2)[CH2:20][CH2:19]1)(=[O:17])=[O:16])[C:2]1[CH:7]=[CH:6][CH:5]=[CH:4][CH:3]=1.C(O)(C(F)(F)F)=O. Product: [CH2:1]([N:8]1[CH2:12][CH2:11][CH2:10][C@H:9]1[CH2:13][NH:14][S:15]([N:18]1[C:23]2([CH2:24][CH2:25]2)[CH2:22][N:21]([C:26]2[C:27]3[CH:34]=[CH:33][NH:32][C:28]=3[N:29]=[CH:30][N:31]=2)[CH2:20][CH2:19]1)(=[O:17])=[O:16])[C:2]1[CH:7]=[CH:6][CH:5]=[CH:4][CH:3]=1. The catalyst class is: 2. (8) Reactant: [CH2:1]([NH:8][C:9]1[CH2:13][O:12][C:11](=[O:14])[CH:10]=1)[C:2]1[CH:7]=[CH:6][CH:5]=[CH:4][CH:3]=1.[OH-].[Na+].[Cl:17][C:18]1[CH:23]=[CH:22][C:21]([CH2:24]Cl)=[CH:20][N:19]=1. Product: [CH2:1]([N:8]([CH2:24][C:21]1[CH:20]=[N:19][C:18]([Cl:17])=[CH:23][CH:22]=1)[C:9]1[CH2:13][O:12][C:11](=[O:14])[CH:10]=1)[C:2]1[CH:3]=[CH:4][CH:5]=[CH:6][CH:7]=1. The catalyst class is: 216.